Dataset: Catalyst prediction with 721,799 reactions and 888 catalyst types from USPTO. Task: Predict which catalyst facilitates the given reaction. (1) Reactant: [F:1][C:2]([F:49])([F:48])[C:3]1[CH:4]=[C:5]([CH:41]=[C:42]([C:44]([F:47])([F:46])[F:45])[CH:43]=1)[CH2:6][N:7]1[C:11]([C:12]2[CH:17]=[N:16][CH:15]=[CH:14][N:13]=2)=[C:10]([C:18]([C:20]2[C:21]([C:34]3[CH:39]=[CH:38][CH:37]=[CH:36][C:35]=3[Cl:40])=[N:22][O:23][C:24]=2[C:25](C)(C)[O:26][SiH2]C(C)(C)C)=[O:19])[N:9]=[N:8]1.[F-].C([N+](CCCC)(CCCC)CCCC)CCC. Product: [F:48][C:2]([F:1])([F:49])[C:3]1[CH:4]=[C:5]([CH:41]=[C:42]([C:44]([F:45])([F:46])[F:47])[CH:43]=1)[CH2:6][N:7]1[C:11]([C:12]2[CH:17]=[N:16][CH:15]=[CH:14][N:13]=2)=[C:10]([C:18]([C:20]2[C:21]([C:34]3[CH:39]=[CH:38][CH:37]=[CH:36][C:35]=3[Cl:40])=[N:22][O:23][C:24]=2[CH2:25][OH:26])=[O:19])[N:9]=[N:8]1. The catalyst class is: 49. (2) The catalyst class is: 140. Reactant: C(C1N=[N+:5]([O-:16])[C:6]2[CH:15]=[C:14]3[C:10]([CH2:11][CH2:12][CH2:13]3)=[CH:9][C:7]=2[N:8]=1)C.N#N.ClC1N=[N+]([O-:33])C2C=C3C(CCC3)=CC=2N=1.[Sn](CC)(CC)(CC)CC.C[O:44][CH2:45][CH2:46]OC. Product: [N+:5]([C:6]1[CH:15]=[C:14]2[C:10]([CH2:11][CH2:12][CH2:13]2)=[CH:9][C:7]=1[NH:8][C:45](=[O:44])[CH3:46])([O-:16])=[O:33].